This data is from Full USPTO retrosynthesis dataset with 1.9M reactions from patents (1976-2016). The task is: Predict the reactants needed to synthesize the given product. (1) Given the product [CH3:1][C:2]1[N:6]([CH2:7][C:8]2[CH:9]=[CH:10][C:11]([CH2:14][CH2:15][CH2:16][OH:17])=[N:12][CH:13]=2)[N:5]=[C:4]([C:18]2[O:22][N:21]=[C:20]([C:23]3[CH:28]=[CH:27][C:26]([O:29][C:30]([F:33])([F:32])[F:31])=[CH:25][CH:24]=3)[N:19]=2)[CH:3]=1, predict the reactants needed to synthesize it. The reactants are: [CH3:1][C:2]1[N:6]([CH2:7][C:8]2[CH:9]=[CH:10][C:11]([C:14]#[C:15][CH2:16][OH:17])=[N:12][CH:13]=2)[N:5]=[C:4]([C:18]2[O:22][N:21]=[C:20]([C:23]3[CH:28]=[CH:27][C:26]([O:29][C:30]([F:33])([F:32])[F:31])=[CH:25][CH:24]=3)[N:19]=2)[CH:3]=1.C(N(CC)CC)C. (2) Given the product [Br:1][C:2]1[CH:10]=[C:9]([F:11])[CH:8]=[CH:7][C:3]=1[CH2:4][OH:5], predict the reactants needed to synthesize it. The reactants are: [Br:1][C:2]1[CH:10]=[C:9]([F:11])[CH:8]=[CH:7][C:3]=1[C:4](O)=[O:5]. (3) Given the product [CH3:1][C:2]1[CH:17]=[CH:16][C:5]2[N:6]([CH2:9][C:10]3[CH:11]=[CH:12][N:13]=[CH:14][CH:15]=3)[CH:7]=[N:8][C:4]=2[C:3]=1[NH:18][C:20]([NH:19][C:22]1[CH:27]=[CH:26][C:25]([CH3:28])=[C:24]([C:29]([F:30])([F:32])[F:31])[CH:23]=1)=[O:21], predict the reactants needed to synthesize it. The reactants are: [CH3:1][C:2]1[CH:17]=[CH:16][C:5]2[N:6]([CH2:9][C:10]3[CH:15]=[CH:14][N:13]=[CH:12][CH:11]=3)[CH:7]=[N:8][C:4]=2[C:3]=1[NH2:18].[N:19]([C:22]1[CH:27]=[CH:26][C:25]([CH3:28])=[C:24]([C:29]([F:32])([F:31])[F:30])[CH:23]=1)=[C:20]=[O:21]. (4) The reactants are: [N+:1]([C:4]1[CH:8]=[CH:7][N:6]([C:9]2[CH:14]=[CH:13][CH:12]=[CH:11][CH:10]=2)[CH:5]=1)([O-])=O.[OH-].[Na+]. Given the product [C:9]1([N:6]2[CH:7]=[CH:8][C:4]([NH2:1])=[CH:5]2)[CH:14]=[CH:13][CH:12]=[CH:11][CH:10]=1, predict the reactants needed to synthesize it. (5) Given the product [CH3:19][O:18][C:15]1[CH:14]=[CH:13][C:12]([C:5]2([C:8]([O:10][CH3:11])=[O:9])[CH2:4][CH2:3][C:2](=[O:1])[CH2:7][CH2:6]2)=[CH:17][CH:16]=1, predict the reactants needed to synthesize it. The reactants are: [OH:1][C:2]1[CH2:7][CH2:6][C:5]([C:12]2[CH:17]=[CH:16][C:15]([O:18][CH3:19])=[CH:14][CH:13]=2)([C:8]([O:10][CH3:11])=[O:9])[CH2:4][C:3]=1C(OC)=O.O.C1COCC1.[OH-].[K+].